From a dataset of Reaction yield outcomes from USPTO patents with 853,638 reactions. Predict the reaction yield, written as a fraction of the theoretical maximum amount of product (1.0 means a 100% yield; for example, 0.34 means a 34% yield). (1) The reactants are [F:1][C:2]1[CH:7]=[CH:6][CH:5]=[C:4]([F:8])[C:3]=1[C:9](=[O:11])[CH3:10].[Br:12]Br. The catalyst is C(OCC)(=O)C.[Cu](Br)Br. The product is [Br:12][CH2:10][C:9]([C:3]1[C:2]([F:1])=[CH:7][CH:6]=[CH:5][C:4]=1[F:8])=[O:11]. The yield is 0.780. (2) The reactants are C[O:2][C:3]([C:5]1[CH:14]=[C:13]([O:15]COCC[Si](C)(C)C)[C:12]2[C:7](=[C:8]([Br:26])[CH:9]=[C:10]([O:24][CH3:25])[CH:11]=2)[N:6]=1)=[O:4].O1CCCC1.O.O.[OH-].[Li+]. The catalyst is CO. The product is [Br:26][C:8]1[CH:9]=[C:10]([O:24][CH3:25])[CH:11]=[C:12]2[C:7]=1[NH:6][C:5]([C:3]([OH:4])=[O:2])=[CH:14][C:13]2=[O:15]. The yield is 0.800. (3) The reactants are [C:1]1([C:7]2[CH:8]=[C:9]3[C:13](=[CH:14][CH:15]=2)[NH:12][C:11](=[O:16])[CH2:10]3)[CH:6]=[CH:5][CH:4]=[CH:3][CH:2]=1.[CH2:17]([N:19]([CH2:35][CH3:36])[CH2:20][CH2:21][CH2:22][NH:23][C:24]([C:26]1[C:30]([CH3:31])=[C:29]([CH:32]=O)[NH:28][C:27]=1[CH3:34])=[O:25])[CH3:18]. No catalyst specified. The product is [CH2:35]([N:19]([CH2:17][CH3:18])[CH2:20][CH2:21][CH2:22][NH:23][C:24]([C:26]1[C:30]([CH3:31])=[C:29]([CH:32]=[C:10]2[C:9]3[C:13](=[CH:14][CH:15]=[C:7]([C:1]4[CH:2]=[CH:3][CH:4]=[CH:5][CH:6]=4)[CH:8]=3)[NH:12][C:11]2=[O:16])[NH:28][C:27]=1[CH3:34])=[O:25])[CH3:36]. The yield is 0.400.